This data is from Catalyst prediction with 721,799 reactions and 888 catalyst types from USPTO. The task is: Predict which catalyst facilitates the given reaction. (1) Reactant: [CH3:1][O:2][C:3]1[CH:4]=[CH:5][C:6]2[N:7]([C:9]([CH2:12][C:13]3[CH:23]=[CH:22][C:16]4[N:17]=[C:18]([S:20][CH3:21])[S:19][C:15]=4[CH:14]=3)=[CH:10][N:11]=2)[N:8]=1.C1C=C(Cl)C=C(C(OO)=[O:32])C=1.[O-]S([O-])=O.[Na+].[Na+]. Product: [CH3:1][O:2][C:3]1[CH:4]=[CH:5][C:6]2[N:7]([C:9]([CH2:12][C:13]3[CH:23]=[CH:22][C:16]4[N:17]=[C:18]([S:20]([CH3:21])=[O:32])[S:19][C:15]=4[CH:14]=3)=[CH:10][N:11]=2)[N:8]=1. The catalyst class is: 2. (2) The catalyst class is: 2. Product: [O:31]=[C:20]1[N:19]2[CH2:25][C@@H:22]([CH2:23][CH2:24][C@H:18]2[C:16]([NH:15][O:14][C@H:10]2[CH2:11][CH2:12][CH2:13][NH:8][CH2:9]2)=[O:17])[N:21]1[O:26][S:27]([OH:30])(=[O:29])=[O:28]. Reactant: C(OC([N:8]1[CH2:13][CH2:12][CH2:11][C@H:10]([O:14][NH:15][C:16]([C@@H:18]2[CH2:24][CH2:23][C@@H:22]3[CH2:25][N:19]2[C:20](=[O:31])[N:21]3[O:26][S:27]([O-:30])(=[O:29])=[O:28])=[O:17])[CH2:9]1)=O)(C)(C)C.C([N+](CCCC)(CCCC)CCCC)CCC.FC(F)(F)C(O)=O. (3) Reactant: [C:1](=O)([O-])O.[Na+].[S:6]=[C:7]1[NH:12][C:11]2[CH:13]=[CH:14][NH:15][C:10]=2[C:9](=[O:16])[N:8]1[C:17]1[CH:22]=[CH:21][C:20]([O:23][CH2:24][C:25]([F:28])([F:27])[F:26])=[CH:19][CH:18]=1.IC.CN(C)C=O. Product: [CH3:1][S:6][C:7]1[N:8]([C:17]2[CH:18]=[CH:19][C:20]([O:23][CH2:24][C:25]([F:28])([F:27])[F:26])=[CH:21][CH:22]=2)[C:9](=[O:16])[C:10]2[NH:15][CH:14]=[CH:13][C:11]=2[N:12]=1. The catalyst class is: 13. (4) Reactant: [CH2:1](Br)[C:2]1[CH:7]=[CH:6][CH:5]=[CH:4][CH:3]=1.[NH:9]1[CH:13]2[CH2:14][NH:15][CH2:16][CH2:17][N:12]2[CH2:11][CH2:10]1.C(=O)([O-])[O-].[K+].[K+].[BH4-].[Na+]. Product: [CH2:1]([N:9]1[CH2:13][CH2:14][N:15]([CH2:1][C:2]2[CH:7]=[CH:6][CH:5]=[CH:4][CH:3]=2)[CH2:16][CH2:17][N:12]([CH2:1][C:2]2[CH:7]=[CH:6][CH:5]=[CH:4][CH:3]=2)[CH2:11][CH2:10]1)[C:2]1[CH:7]=[CH:6][CH:5]=[CH:4][CH:3]=1. The catalyst class is: 10.